Dataset: Retrosynthesis with 50K atom-mapped reactions and 10 reaction types from USPTO. Task: Predict the reactants needed to synthesize the given product. (1) Given the product COc1ccc(-c2cnc(SCC(=O)NCC[C@@H]3C[C@@H](Cc4ccc(Cl)c(Cl)c4)CN3C(=O)CC(=O)O)nc2)cc1OC, predict the reactants needed to synthesize it. The reactants are: COC(=O)CC(=O)N1C[C@H](Cc2ccc(Cl)c(Cl)c2)C[C@H]1CCNC(=O)CSc1ncc(-c2ccc(OC)c(OC)c2)cn1. (2) The reactants are: CCOC(=O)c1c(Cc2ccc(F)cc2F)nc2c(c1-c1ccc(C(=O)O)cc1)C(=O)N1CCC[C@@H]21.NN1CCc2ccccc21. Given the product CCOC(=O)c1c(Cc2ccc(F)cc2F)nc2c(c1-c1ccc(C(=O)NN3CCc4ccccc43)cc1)C(=O)N1CCC[C@@H]21, predict the reactants needed to synthesize it. (3) Given the product COC(=O)c1ccc([N+](=O)[O-])cc1C#CC(C)(C)C, predict the reactants needed to synthesize it. The reactants are: C#CC(C)(C)C.COC(=O)c1ccc([N+](=O)[O-])cc1Br. (4) Given the product COc1ccc(-n2nc(C(=O)N3CCC(OC)CC3)cc2-c2c[nH]c(C)n2)cn1, predict the reactants needed to synthesize it. The reactants are: COC1CCNCC1.COc1ccc(-n2nc(C(=O)O)cc2-c2c[nH]c(C)n2)cn1. (5) Given the product O=C1c2ccccc2C(=O)N1CCCN1CCC(O)CC1, predict the reactants needed to synthesize it. The reactants are: O=C1c2ccccc2C(=O)N1CCCBr.OC1CCNCC1. (6) Given the product CCC(O)(/C=C/c1ccc(C(CC)(CC)c2ccc(OC[C@@H]3CCCC(=O)O3)c(C)c2)cc1C)CC, predict the reactants needed to synthesize it. The reactants are: CCC(O)(/C=C/c1ccc(C(CC)(CC)c2ccc(O)c(C)c2)cc1C)CC.O=C1CCC[C@@H](CO)O1.